Dataset: Forward reaction prediction with 1.9M reactions from USPTO patents (1976-2016). Task: Predict the product of the given reaction. (1) Given the reactants [NH2:1][CH2:2][CH2:3][NH:4][C:5]([C:7]1[CH:11]=[C:10]([C:12]2[CH:17]=[C:16]([O:18][C:19]3[CH:24]=[CH:23][C:22]([NH:25][C:26]([NH:28][C:29]4[CH:34]=[C:33]([CH3:35])[CH:32]=[CH:31][C:30]=4[F:36])=[O:27])=[CH:21][CH:20]=3)[CH:15]=[CH:14][N:13]=2)[NH:9][CH:8]=1)=[O:6].C(N(CC)C(C)C)(C)C.Br[CH2:47][C:48]([O:50][CH3:51])=[O:49].O, predict the reaction product. The product is: [F:36][C:30]1[CH:31]=[CH:32][C:33]([CH3:35])=[CH:34][C:29]=1[NH:28][C:26]([NH:25][C:22]1[CH:23]=[CH:24][C:19]([O:18][C:16]2[CH:15]=[CH:14][N:13]=[C:12]([C:10]3[NH:9][CH:8]=[C:7]([C:5]([NH:4][CH2:3][CH2:2][NH:1][CH2:47][C:48]([O:50][CH3:51])=[O:49])=[O:6])[CH:11]=3)[CH:17]=2)=[CH:20][CH:21]=1)=[O:27]. (2) Given the reactants [CH2:1]([O:3][C:4]1[CH:9]=[CH:8][CH:7]=[CH:6][C:5]=1[N:10]1[C:19](=[O:20])[C:18]2[C:13](=[CH:14][CH:15]=[CH:16][CH:17]=2)[N:12]=[C:11]1[CH:21]([N:23]1[CH2:28][CH2:27][NH:26][CH2:25][CH2:24]1)[CH3:22])[CH3:2].[N+:29](C1C=C(C(O)=O)C(N)=CC=1)([O-:31])=[O:30], predict the reaction product. The product is: [CH2:1]([O:3][C:4]1[CH:9]=[CH:8][CH:7]=[CH:6][C:5]=1[N:10]1[C:19](=[O:20])[C:18]2[C:13](=[CH:14][CH:15]=[C:16]([N+:29]([O-:31])=[O:30])[CH:17]=2)[N:12]=[C:11]1[CH:21]([N:23]1[CH2:24][CH2:25][NH:26][CH2:27][CH2:28]1)[CH3:22])[CH3:2]. (3) Given the reactants [NH2:1][C:2]1[CH:33]=[C:32]([NH2:34])[C:31]([Cl:35])=[CH:30][C:3]=1[C:4]([NH:6][C:7](=[NH:29])[NH:8][CH2:9][CH2:10][CH2:11][CH2:12][C:13]1[C:22]2[C:17](=[CH:18][CH:19]=[CH:20][CH:21]=2)[C:16]([O:23][CH2:24][CH:25]([OH:28])[CH2:26][OH:27])=[CH:15][CH:14]=1)=[O:5].[C:36]([OH:41])(=[O:40])[C@H:37]([CH3:39])[OH:38], predict the reaction product. The product is: [C:36]([OH:41])(=[O:40])[CH:37]([CH3:39])[OH:38].[C:36]([OH:41])(=[O:40])[C@H:37]([CH3:39])[OH:38].[NH2:1][C:2]1[CH:33]=[C:32]([NH2:34])[C:31]([Cl:35])=[CH:30][C:3]=1[C:4]([NH:6][C:7](=[NH:29])[NH:8][CH2:9][CH2:10][CH2:11][CH2:12][C:13]1[C:22]2[C:17](=[CH:18][CH:19]=[CH:20][CH:21]=2)[C:16]([O:23][CH2:24][CH:25]([OH:28])[CH2:26][OH:27])=[CH:15][CH:14]=1)=[O:5]. (4) Given the reactants [Br:1][C:2]1[CH:7]=[CH:6][C:5]([C:8]2[N:9]=[C:10]([NH:13][CH:14]([CH3:17])[CH2:15][OH:16])[S:11][CH:12]=2)=[CH:4][CH:3]=1.[C:18](OCC)(=[O:20])C, predict the reaction product. The product is: [Br:1][C:2]1[CH:3]=[CH:4][C:5]([C:8]2[N:9]=[C:10]([N:13]3[CH:14]([CH3:17])[CH2:15][O:16][C:18]3=[O:20])[S:11][CH:12]=2)=[CH:6][CH:7]=1. (5) Given the reactants [F:1][C:2]1[CH:20]=[CH:19][CH:18]=[CH:17][C:3]=1[CH2:4][N:5]1[C:9]2=[N:10][CH:11]=[CH:12][CH:13]=[C:8]2[C:7]([C:14]([OH:16])=O)=[N:6]1.S(Cl)(Cl)=O.[NH2:25][C:26]1[C:31]([C:32]#[N:33])=[CH:30][N:29]=[CH:28][N:27]=1, predict the reaction product. The product is: [C:32]([C:31]1[C:26]([NH:25][C:14]([C:7]2[C:8]3[C:9](=[N:10][CH:11]=[CH:12][CH:13]=3)[N:5]([CH2:4][C:3]3[CH:17]=[CH:18][CH:19]=[CH:20][C:2]=3[F:1])[N:6]=2)=[O:16])=[N:27][CH:28]=[N:29][CH:30]=1)#[N:33]. (6) Given the reactants C(OC(=O)[NH:7][C@@H:8]1[CH2:13][CH2:12][CH2:11][CH2:10][C@@H:9]1[NH:14][C:15]1[N:20]=[C:19]([NH:21][C:22]2[CH:27]=[CH:26][CH:25]=[C:24](I)[CH:23]=2)[C:18]([C:29](=[O:31])[NH2:30])=[CH:17][N:16]=1)(C)(C)C.B(O)O.[C:36](=[O:39])([O-])[O-].[Na+].[Na+], predict the reaction product. The product is: [NH2:7][C@H:8]1[CH2:13][CH2:12][CH2:11][CH2:10][C@H:9]1[NH:14][C:15]1[N:20]=[C:19]([NH:21][C:22]2[CH:23]=[C:24]([C:8]3[CH:13]=[CH:12][C:36]([OH:39])=[CH:10][CH:9]=3)[CH:25]=[CH:26][CH:27]=2)[C:18]([C:29]([NH2:30])=[O:31])=[CH:17][N:16]=1. (7) Given the reactants C1CN([P+](ON2N=NC3C=CC=CC2=3)(N2CCCC2)N2CCCC2)CC1.F[P-](F)(F)(F)(F)F.C(N(CC)C(C)C)(C)C.[Cl:43][C:44]1[CH:45]=[CH:46][C:47]2[N:53]3[C:54]([C:57]([CH3:61])([CH3:60])[CH2:58][OH:59])=[N:55][N:56]=[C:52]3[CH:51]([CH2:62][C:63](O)=[O:64])[O:50][CH:49]([C:66]3[CH:71]=[CH:70][CH:69]=[C:68]([O:72][CH3:73])[C:67]=3[O:74][CH3:75])[C:48]=2[CH:76]=1.[NH:77]1[CH2:82][CH2:81][S:80](=[O:84])(=[O:83])[CH2:79][CH2:78]1, predict the reaction product. The product is: [Cl:43][C:44]1[CH:45]=[CH:46][C:47]2[N:53]3[C:54]([C:57]([CH3:61])([CH3:60])[CH2:58][OH:59])=[N:55][N:56]=[C:52]3[CH:51]([CH2:62][C:63]([N:77]3[CH2:82][CH2:81][S:80](=[O:84])(=[O:83])[CH2:79][CH2:78]3)=[O:64])[O:50][CH:49]([C:66]3[CH:71]=[CH:70][CH:69]=[C:68]([O:72][CH3:73])[C:67]=3[O:74][CH3:75])[C:48]=2[CH:76]=1. (8) Given the reactants [Br:1][C:2]1[CH:3]=[C:4]([OH:8])[CH:5]=[CH:6][CH:7]=1.N1C=CN=C1.[CH3:14][C:15]([Si:18](Cl)([CH3:20])[CH3:19])([CH3:17])[CH3:16], predict the reaction product. The product is: [Si:18]([O:8][C:4]1[CH:5]=[CH:6][CH:7]=[C:2]([Br:1])[CH:3]=1)([C:15]([CH3:17])([CH3:16])[CH3:14])([CH3:20])[CH3:19]. (9) Given the reactants [C:1]([O:5][C:6]([N:8]1[CH2:13][CH2:12][CH:11]([CH2:14][O:15]S(C2C=CC(C)=CC=2)(=O)=O)[CH2:10][CH2:9]1)=[O:7])([CH3:4])([CH3:3])[CH3:2].O[C:27]1[CH:37]=[CH:36][C:30]([C:31]([O:33][CH2:34][CH3:35])=[O:32])=[CH:29][C:28]=1[O:38][CH3:39].C(=O)([O-])[O-].[K+].[K+], predict the reaction product. The product is: [C:1]([O:5][C:6]([N:8]1[CH2:9][CH2:10][CH:11]([CH2:14][O:15][C:27]2[CH:37]=[CH:36][C:30]([C:31]([O:33][CH2:34][CH3:35])=[O:32])=[CH:29][C:28]=2[O:38][CH3:39])[CH2:12][CH2:13]1)=[O:7])([CH3:2])([CH3:3])[CH3:4]. (10) Given the reactants O[Li].O.[CH3:4][C:5]1[N:6]=[N:7][CH:8]=[CH:9][C:10]=1[C:11]1[S:15][C:14]([C:16]([O:18]C)=[O:17])=[CH:13][CH:12]=1, predict the reaction product. The product is: [CH3:4][C:5]1[N:6]=[N:7][CH:8]=[CH:9][C:10]=1[C:11]1[S:15][C:14]([C:16]([OH:18])=[O:17])=[CH:13][CH:12]=1.